The task is: Predict which catalyst facilitates the given reaction.. This data is from Catalyst prediction with 721,799 reactions and 888 catalyst types from USPTO. (1) Reactant: [F:1][C:2]1[CH:7]=[CH:6][C:5]([N:8]2[C:12](=[O:13])[CH2:11][C:10]([CH3:14])=[N:9]2)=[CH:4][CH:3]=1.I[CH3:16]. Product: [F:1][C:2]1[CH:3]=[CH:4][C:5]([N:8]2[C:12](=[O:13])[CH:11]=[C:10]([CH3:14])[N:9]2[CH3:16])=[CH:6][CH:7]=1. The catalyst class is: 3. (2) Reactant: Cl[C:2]1[CH:11]=[C:10]([C:12]#[N:13])[C:5]([C:6]([O:8][CH3:9])=[O:7])=[C:4]([C:14]2[CH:15]=[N:16][N:17]([CH3:19])[CH:18]=2)[N:3]=1.[NH2:20][C@H:21]([CH2:25][CH:26]([CH3:28])[CH3:27])[C:22]([NH2:24])=[O:23].O. Product: [NH2:24][C:22](=[O:23])[C@H:21]([NH:20][C:2]1[CH:11]=[C:10]([C:12]#[N:13])[C:5]([C:6]([O:8][CH3:9])=[O:7])=[C:4]([C:14]2[CH:15]=[N:16][N:17]([CH3:19])[CH:18]=2)[N:3]=1)[CH2:25][CH:26]([CH3:28])[CH3:27]. The catalyst class is: 44. (3) Reactant: C([O:8][C@H:9]1[CH2:13][CH2:12][CH2:11][C@@H:10]1[NH:14][C:15]1[CH:23]=[C:22]([N:24]2[C:32]3[CH2:31][C:30]([CH3:34])([CH3:33])[CH2:29][C:28](=[O:35])[C:27]=3[C:26]([CH3:36])=[N:25]2)[CH:21]=[CH:20][C:16]=1[C:17]([NH2:19])=[O:18])C1C=CC=CC=1. Product: [OH:8][C@H:9]1[CH2:13][CH2:12][CH2:11][C@@H:10]1[NH:14][C:15]1[CH:23]=[C:22]([N:24]2[C:32]3[CH2:31][C:30]([CH3:33])([CH3:34])[CH2:29][C:28](=[O:35])[C:27]=3[C:26]([CH3:36])=[N:25]2)[CH:21]=[CH:20][C:16]=1[C:17]([NH2:19])=[O:18]. The catalyst class is: 19. (4) Reactant: [Br:1][C:2]1[CH:6]=[C:5]([C:7]([OH:9])=O)[N:4]([C:10]2[CH:15]=[CH:14][CH:13]=[CH:12][C:11]=2[Cl:16])[N:3]=1.[Cl:17][C:18]1[CH:26]=[C:25]([Cl:27])[CH:24]=[C:20]([C:21](O)=[O:22])[C:19]=1[NH2:28].N1C=CC=C(C)C=1.CS(Cl)(=O)=O. Product: [Br:1][C:2]1[CH:6]=[C:5]([C:7]2[O:9][C:21](=[O:22])[C:20]3[CH:24]=[C:25]([Cl:27])[CH:26]=[C:18]([Cl:17])[C:19]=3[N:28]=2)[N:4]([C:10]2[CH:15]=[CH:14][CH:13]=[CH:12][C:11]=2[Cl:16])[N:3]=1. The catalyst class is: 10. (5) Reactant: [F:1][C:2]1[CH:22]=[C:21]([F:23])[CH:20]=[CH:19][C:3]=1[CH2:4][N:5]1[C:13]2[C:8](=[CH:9][C:10]([C:14](O)=[O:15])=[CH:11][CH:12]=2)[C:7]([CH3:17])=[C:6]1[CH3:18].CCN(C(C)C)C(C)C.CN(C(ON1N=NC2C=CC=NC1=2)=[N+](C)C)C.F[P-](F)(F)(F)(F)F.[CH2:57]([CH:59]([NH2:66])[C:60]1[CH:65]=[CH:64][CH:63]=[CH:62][CH:61]=1)[CH3:58]. Product: [F:1][C:2]1[CH:22]=[C:21]([F:23])[CH:20]=[CH:19][C:3]=1[CH2:4][N:5]1[C:13]2[C:8](=[CH:9][C:10]([C:14]([NH:66][CH:59]([C:60]3[CH:65]=[CH:64][CH:63]=[CH:62][CH:61]=3)[CH2:57][CH3:58])=[O:15])=[CH:11][CH:12]=2)[C:7]([CH3:17])=[C:6]1[CH3:18]. The catalyst class is: 3. (6) Reactant: O.[O:2]=[C:3]([CH2:5][N:6]([C:8](=[NH:10])[NH2:9])[CH3:7])[OH:4].[C:11]([OH:21])(=[O:20])[C:12]1[NH:19][C:17](=[O:18])[NH:16][C:14](=[O:15])[CH:13]=1. Product: [C:11]([OH:21])(=[O:20])[C:12]1[NH:19][C:17](=[O:18])[NH:16][C:14](=[O:15])[CH:13]=1.[O:2]=[C:3]([CH2:5][N:6]([C:8](=[NH:9])[NH2:10])[CH3:7])[OH:4]. The catalyst class is: 8.